From a dataset of Forward reaction prediction with 1.9M reactions from USPTO patents (1976-2016). Predict the product of the given reaction. (1) The product is: [CH2:24]([N:31]1[CH:3]2[CH2:2][CH2:1][CH2:15][CH:8]1[CH2:9][C:5](=[O:6])[CH2:4]2)[C:25]1[CH:30]=[CH:29][CH:28]=[CH:27][CH:26]=1. Given the reactants [CH:1](=O)[CH2:2][CH2:3][CH2:4][CH:5]=[O:6].[CH2:8]([C:15](O)=O)[C:9](CC(O)=O)=O.CC([O-])=O.[Na+].Cl.[CH2:24]([NH2:31])[C:25]1[CH:30]=[CH:29][CH:28]=[CH:27][CH:26]=1.C([O-])([O-])=O.[K+].[K+], predict the reaction product. (2) Given the reactants [Cl:1][C:2]1[CH:3]=[C:4]2[C:8](=[CH:9][CH:10]=1)[N:7]([C:11]([C:13]1[CH:14]=[C:15]3[C:20](=[CH:21][C:22]=1[CH3:23])[N:19]1[C:24]([C@H:27]4[CH2:32][CH2:31][C@H:30](O)[CH2:29][CH2:28]4)=[N:25][CH:26]=[C:18]1[C:17](=[O:34])[NH:16]3)=[O:12])[CH2:6][CH2:5]2.ClCCl.C(N(S(F)(F)F)CC)C.C(=O)([O-])O.[Na+], predict the reaction product. The product is: [Cl:1][C:2]1[CH:3]=[C:4]2[C:8](=[CH:9][CH:10]=1)[N:7]([C:11]([C:13]1[CH:14]=[C:15]3[C:20](=[CH:21][C:22]=1[CH3:23])[N:19]1[C:24]([CH:27]4[CH2:32][CH2:31][CH:30]=[CH:29][CH2:28]4)=[N:25][CH:26]=[C:18]1[C:17](=[O:34])[NH:16]3)=[O:12])[CH2:6][CH2:5]2. (3) Given the reactants [CH3:1][C:2]1[CH:7]=[CH:6][C:5]([C:8]2O[C:10]([CH3:13])=[N:11][N:12]=2)=[CH:4][C:3]=1[NH:14][C:15](=[O:30])[C:16]1[CH:21]=[CH:20][C:19]([O:22][CH2:23][C:24]2[CH:29]=[CH:28][CH:27]=[CH:26][N:25]=2)=[CH:18][CH:17]=1.[CH3:31][NH2:32].CCO, predict the reaction product. The product is: [CH3:31][N:32]1[C:10]([CH3:13])=[N:11][N:12]=[C:8]1[C:5]1[CH:6]=[CH:7][C:2]([CH3:1])=[C:3]([NH:14][C:15](=[O:30])[C:16]2[CH:21]=[CH:20][C:19]([O:22][CH2:23][C:24]3[CH:29]=[CH:28][CH:27]=[CH:26][N:25]=3)=[CH:18][CH:17]=2)[CH:4]=1. (4) Given the reactants [CH3:1][N:2]([C:24]1[CH:29]=[CH:28][C:27]([NH:30][C:31]([NH:33][C:34]2[CH:39]=[CH:38][CH:37]=[CH:36][CH:35]=2)=[O:32])=[CH:26][CH:25]=1)[S:3]([C:6]1[S:7][C:8]([C:11]2[CH2:12][CH2:13][N:14](C(OC(C)(C)C)=O)[CH2:15][CH:16]=2)=[CH:9][CH:10]=1)(=[O:5])=[O:4].C(O)(C(F)(F)F)=O, predict the reaction product. The product is: [CH3:1][N:2]([C:24]1[CH:29]=[CH:28][C:27]([NH:30][C:31]([NH:33][C:34]2[CH:39]=[CH:38][CH:37]=[CH:36][CH:35]=2)=[O:32])=[CH:26][CH:25]=1)[S:3]([C:6]1[S:7][C:8]([C:11]2[CH2:12][CH2:13][NH:14][CH2:15][CH:16]=2)=[CH:9][CH:10]=1)(=[O:4])=[O:5]. (5) Given the reactants Cl[C:2]1[CH:7]=[C:6]([N:8]([C:10]2[CH:15]=[CH:14][C:13]([N+:16]([O-:18])=[O:17])=[C:12]([F:19])[CH:11]=2)C)[CH:5]=[CH:4][N:3]=1.[CH:20]1([C:23]([NH2:25])=[O:24])[CH2:22][CH2:21]1.C([O-])([O-])=O.[Cs+].[Cs+].C1(P(C2C=CC=CC=2)C2C=CC3C(=CC=CC=3)C=2C2C3C(=CC=CC=3)C=CC=2P(C2C=CC=CC=2)C2C=CC=CC=2)C=CC=CC=1, predict the reaction product. The product is: [F:19][C:12]1[CH:11]=[C:10]([CH:15]=[CH:14][C:13]=1[N+:16]([O-:18])=[O:17])[NH:8][C:6]1[CH:5]=[CH:4][N:3]=[C:2]([NH:25][C:23]([CH:20]2[CH2:22][CH2:21]2)=[O:24])[CH:7]=1. (6) Given the reactants [F:1][C:2]1[CH:3]=[C:4]([C@H:9]([C:46]2[CH:51]=[CH:50][C:49]([F:52])=[CH:48][CH:47]=2)[CH2:10][C:11]([NH:13][C:14]2[CH:15]=[N:16][CH:17]=[C:18]([F:45])[C:19]=2[C:20]#[C:21][C@H:22]2[CH2:27][N:26]([C:28]([O:30][C:31]([CH3:34])([CH3:33])[CH3:32])=[O:29])[CH2:25][CH2:24][N:23]2C(OCC2C=CC=CC=2)=O)=[O:12])[CH:5]=[C:6]([F:8])[CH:7]=1.[H][H], predict the reaction product. The product is: [F:1][C:2]1[CH:3]=[C:4]([C@H:9]([C:46]2[CH:51]=[CH:50][C:49]([F:52])=[CH:48][CH:47]=2)[CH2:10][C:11]([NH:13][C:14]2[CH:15]=[N:16][CH:17]=[C:18]([F:45])[C:19]=2[CH2:20][CH2:21][C@@H:22]2[NH:23][CH2:24][CH2:25][N:26]([C:28]([O:30][C:31]([CH3:34])([CH3:32])[CH3:33])=[O:29])[CH2:27]2)=[O:12])[CH:5]=[C:6]([F:8])[CH:7]=1.